Task: Predict which catalyst facilitates the given reaction.. Dataset: Catalyst prediction with 721,799 reactions and 888 catalyst types from USPTO (1) Reactant: [N+:1]([O-:4])([OH:3])=[O:2].C(O[C:9](=O)[CH3:10])(=O)C.[NH2:12][CH:13](O)[CH2:14]CC. Product: [N+:1]([O-:4])([OH:3])=[O:2].[N+:1]([O:4][CH2:14][C@H:13]([NH2:12])[CH2:9][CH3:10])([O-:3])=[O:2]. The catalyst class is: 10. (2) Reactant: [NH2:1][C@@H:2]1[CH2:7][CH2:6][CH2:5][C@H:4]([NH:8][C:9]2[C:16]([F:17])=[CH:15][C:12]([C:13]#[N:14])=[C:11]([C:18]3[C:26]4[C:21](=[N:22][CH:23]=[C:24]([F:27])[CH:25]=4)[N:20]([S:28]([C:31]4[CH:37]=[CH:36][C:34]([CH3:35])=[CH:33][CH:32]=4)(=[O:30])=[O:29])[CH:19]=3)[N:10]=2)[CH2:3]1.C(N(CC)C(C)C)(C)C.[N:47]1([C:53](Cl)=[O:54])[CH2:52][CH2:51][O:50][CH2:49][CH2:48]1. Product: [C:13]([C:12]1[CH:15]=[C:16]([F:17])[C:9]([NH:8][C@H:4]2[CH2:5][CH2:6][CH2:7][C@@H:2]([NH:1][C:53]([N:47]3[CH2:52][CH2:51][O:50][CH2:49][CH2:48]3)=[O:54])[CH2:3]2)=[N:10][C:11]=1[C:18]1[C:26]2[C:21](=[N:22][CH:23]=[C:24]([F:27])[CH:25]=2)[N:20]([S:28]([C:31]2[CH:37]=[CH:36][C:34]([CH3:35])=[CH:33][CH:32]=2)(=[O:30])=[O:29])[CH:19]=1)#[N:14]. The catalyst class is: 1. (3) Reactant: [C:1]([O:5][C:6](=[O:15])[NH:7][C@H:8]1[C@H:13](Br)[CH2:12][CH2:11][O:10][CH2:9]1)([CH3:4])([CH3:3])[CH3:2].[H-].[Na+]. Product: [C:1]([O:5][C:6]([N:7]1[CH:8]2[CH:13]1[CH2:12][CH2:11][O:10][CH2:9]2)=[O:15])([CH3:4])([CH3:3])[CH3:2]. The catalyst class is: 9. (4) Reactant: [OH:1][C:2]([C:16]1[NH:20][C:19]2[CH:21]=[CH:22][C:23]([C:25]#[N:26])=[CH:24][C:18]=2[N:17]=1)([C:4]1[C:12]([O:13][CH3:14])=[CH:11][C:10]([CH3:15])=[C:9]2[C:5]=1[CH:6]=[CH:7][NH:8]2)[CH3:3].C1C(=O)N([Cl:34])C(=O)C1. Product: [Cl:34][C:6]1[C:5]2[C:9](=[C:10]([CH3:15])[CH:11]=[C:12]([O:13][CH3:14])[C:4]=2[C:2]([C:16]2[NH:20][C:19]3[CH:21]=[CH:22][C:23]([C:25]#[N:26])=[CH:24][C:18]=3[N:17]=2)([OH:1])[CH3:3])[NH:8][CH:7]=1. The catalyst class is: 3.